From a dataset of Forward reaction prediction with 1.9M reactions from USPTO patents (1976-2016). Predict the product of the given reaction. (1) Given the reactants [OH:1][CH2:2][CH2:3][NH:4][C:5]([NH:7][C:8]1[CH:13]=[CH:12][C:11]([C:14]2[C:15]3[CH2:29][NH:28][CH2:27][C:16]=3[N:17]=[C:18]([N:20]3[CH2:25][CH2:24][O:23][CH2:22][C@@H:21]3[CH3:26])[N:19]=2)=[CH:10][CH:9]=1)=[O:6].[C:30]1(=O)[CH2:35][CH2:34][CH2:33][CH2:32][CH2:31]1, predict the reaction product. The product is: [CH:30]1([N:28]2[CH2:29][C:15]3[C:14]([C:11]4[CH:12]=[CH:13][C:8]([NH:7][C:5]([NH:4][CH2:3][CH2:2][OH:1])=[O:6])=[CH:9][CH:10]=4)=[N:19][C:18]([N:20]4[CH2:25][CH2:24][O:23][CH2:22][C@@H:21]4[CH3:26])=[N:17][C:16]=3[CH2:27]2)[CH2:35][CH2:34][CH2:33][CH2:32][CH2:31]1. (2) Given the reactants [OH:1][C:2]1[NH:3][C:4]([C:10]2[CH:15]=[CH:14][CH:13]=[CH:12][CH:11]=2)=[C:5]([C:7]([OH:9])=O)[N:6]=1.[CH3:16][O:17][C:18]1[CH:19]=[C:20]([N:26]2[CH2:31][CH2:30][NH:29][CH2:28][CH2:27]2)[CH:21]=[C:22]([O:24][CH3:25])[CH:23]=1.Cl.CN(C)CCCN=C=NCC.O.ON1C2C=CC=CC=2N=N1, predict the reaction product. The product is: [CH3:16][O:17][C:18]1[CH:19]=[C:20]([N:26]2[CH2:27][CH2:28][N:29]([C:7]([C:5]3[N:6]=[C:2]([OH:1])[NH:3][C:4]=3[C:10]3[CH:15]=[CH:14][CH:13]=[CH:12][CH:11]=3)=[O:9])[CH2:30][CH2:31]2)[CH:21]=[C:22]([O:24][CH3:25])[CH:23]=1. (3) Given the reactants [CH:1]1[CH:6]=[CH:5][C:4]([C:7]2[C:12]([N:13]=[C:14]=[O:15])=[CH:11][CH:10]=[CH:9][CH:8]=2)=[CH:3][CH:2]=1.Cl.[N:17]12[CH2:24][CH2:23][CH:20]([CH2:21][CH2:22]1)[C@@H:19](O)[CH2:18]2.C(OCC)(=[O:28])C, predict the reaction product. The product is: [N:17]12[CH2:18][CH:19]([CH2:21][CH2:22]1)[C@H:20]([O:15][C:14](=[O:28])[NH:13][C:12]1[CH:11]=[CH:10][CH:9]=[CH:8][C:7]=1[C:4]1[CH:3]=[CH:2][CH:1]=[CH:6][CH:5]=1)[CH2:23][CH2:24]2.